Dataset: Peptide-MHC class I binding affinity with 185,985 pairs from IEDB/IMGT. Task: Regression. Given a peptide amino acid sequence and an MHC pseudo amino acid sequence, predict their binding affinity value. This is MHC class I binding data. The peptide sequence is IPVRRGYTT. The MHC is HLA-B40:01 with pseudo-sequence HLA-B40:01. The binding affinity (normalized) is 0.0847.